Dataset: Full USPTO retrosynthesis dataset with 1.9M reactions from patents (1976-2016). Task: Predict the reactants needed to synthesize the given product. (1) Given the product [F:17][C:18]1[CH:23]=[C:22]([C:24]2([CH3:27])[CH2:25][CH2:26]2)[CH:21]=[CH:20][C:19]=1[C@@H:28]([NH:30][C:2]1[N:7]=[C:6]([N:8]2[C@@H:12]([CH:13]([CH3:15])[CH3:14])[CH2:11][O:10][C:9]2=[O:16])[CH:5]=[CH:4][N:3]=1)[CH3:29], predict the reactants needed to synthesize it. The reactants are: Cl[C:2]1[N:7]=[C:6]([N:8]2[C@@H:12]([CH:13]([CH3:15])[CH3:14])[CH2:11][O:10][C:9]2=[O:16])[CH:5]=[CH:4][N:3]=1.[F:17][C:18]1[CH:23]=[C:22]([C:24]2([CH3:27])[CH2:26][CH2:25]2)[CH:21]=[CH:20][C:19]=1[C@@H:28]([NH2:30])[CH3:29].CCN(C(C)C)C(C)C.C(O)(C(F)(F)F)=O. (2) Given the product [Cl:35][C:36]1[S:40][C:39]([S:41]([N:8]2[CH2:12][C@H:11]([F:13])[CH2:10][C@H:9]2[C:14]([NH:32][CH2:31][C:27]2[CH:26]=[C:25]([C:22]3[CH:23]=[N:24][C:19]([C:18]([F:17])([F:33])[F:34])=[CH:20][CH:21]=3)[N:30]=[CH:29][N:28]=2)=[O:16])(=[O:43])=[O:42])=[CH:38][CH:37]=1, predict the reactants needed to synthesize it. The reactants are: C(OC([N:8]1[CH2:12][C@H:11]([F:13])[CH2:10][C@H:9]1[C:14]([OH:16])=O)=O)(C)(C)C.[F:17][C:18]([F:34])([F:33])[C:19]1[N:24]=[CH:23][C:22]([C:25]2[N:30]=[CH:29][N:28]=[C:27]([CH2:31][NH2:32])[CH:26]=2)=[CH:21][CH:20]=1.[Cl:35][C:36]1[S:40][C:39]([S:41](Cl)(=[O:43])=[O:42])=[CH:38][CH:37]=1. (3) Given the product [C:1]([O:5][C:6]([N:8]1[CH2:12][CH2:11][CH2:10][CH:9]1[C:13]1[NH:17][C:16]2[CH:18]=[C:19]([C:41]3[CH:42]=[CH:43][C:37]4[N:36]=[C:35]([CH:31]5[CH2:32][CH2:33][CH2:34][N:30]5[C:28]([O:27][C:23]([CH3:24])([CH3:25])[CH3:26])=[O:29])[NH:39][C:38]=4[CH:40]=3)[CH:20]=[CH:21][C:15]=2[N:14]=1)=[O:7])([CH3:4])([CH3:3])[CH3:2], predict the reactants needed to synthesize it. The reactants are: [C:1]([O:5][C:6]([N:8]1[CH2:12][CH2:11][CH2:10][CH:9]1[C:13]1[NH:17][C:16]2[CH:18]=[C:19](Br)[CH:20]=[CH:21][C:15]=2[N:14]=1)=[O:7])([CH3:4])([CH3:3])[CH3:2].[C:23]([O:27][C:28]([N:30]1[CH2:34][CH2:33][CH2:32][CH:31]1[C:35]1[NH:39][C:38]2[CH:40]=[C:41](B3OC(C)(C)C(C)(C)O3)[CH:42]=[CH:43][C:37]=2[N:36]=1)=[O:29])([CH3:26])([CH3:25])[CH3:24].C(=O)([O-])[O-].[K+].[K+]. (4) Given the product [I:11][C:8]1[CH:9]=[CH:10][C:5]([C:4]([OH:12])=[O:3])=[CH:6][CH:7]=1, predict the reactants needed to synthesize it. The reactants are: C([O:3][C:4](=[O:12])[C:5]1[CH:10]=[CH:9][C:8]([I:11])=[CH:7][CH:6]=1)C.[OH-].[Na+]. (5) Given the product [CH2:2]([CH:1]1[O:25][CH2:24][CH2:23][O:10]1)[CH2:3][CH2:4][CH2:5][CH2:6][CH2:7][C:8]#[CH:9], predict the reactants needed to synthesize it. The reactants are: [CH:1](=[O:10])[CH2:2][CH2:3][CH2:4][CH2:5][CH2:6][CH2:7][C:8]#[CH:9].O.C1(C)C=CC(S(O)(=O)=O)=CC=1.[CH2:23](O)[CH2:24][OH:25]. (6) Given the product [CH3:28][N:1]1[CH:5]=[C:4]([C:6]2[CH:7]=[N:8][C:9]3[N:10]([C:12]([C:15]4([C:18]5[CH:19]=[C:20]6[C:25](=[CH:26][CH:27]=5)[N:24]=[CH:23][CH:22]=[CH:21]6)[CH2:17][CH2:16]4)=[CH:13][N:14]=3)[CH:11]=2)[CH:3]=[N:2]1, predict the reactants needed to synthesize it. The reactants are: [NH:1]1[CH:5]=[C:4]([C:6]2[CH:7]=[N:8][C:9]3[N:10]([C:12]([C:15]4([C:18]5[CH:19]=[C:20]6[C:25](=[CH:26][CH:27]=5)[N:24]=[CH:23][CH:22]=[CH:21]6)[CH2:17][CH2:16]4)=[CH:13][N:14]=3)[CH:11]=2)[CH:3]=[N:2]1.[C:28](=O)([O-])[O-].[K+].[K+].CI. (7) Given the product [C:21]([O:20][C:18](=[O:19])[NH:17][CH:14]1[CH2:15][CH2:16][NH:11][CH2:12][CH:13]1[O:25][CH3:26])([CH3:24])([CH3:23])[CH3:22], predict the reactants needed to synthesize it. The reactants are: C(OC([N:11]1[CH2:16][CH2:15][CH:14]([NH:17][C:18]([O:20][C:21]([CH3:24])([CH3:23])[CH3:22])=[O:19])[CH:13]([O:25][CH3:26])[CH2:12]1)=O)C1C=CC=CC=1. (8) Given the product [C:28]([N:25]1[CH2:26][CH2:27][CH:23]([CH:21]([C:17]2[CH:18]=[C:19]3[C:14](=[CH:15][CH:16]=2)[NH:13][C:12]([C:10]([NH:9][C:4]2[CH:5]=[C:6]([F:8])[CH:7]=[C:2]([F:1])[CH:3]=2)=[O:11])=[CH:20]3)[CH3:22])[CH2:24]1)(=[O:30])[CH3:29], predict the reactants needed to synthesize it. The reactants are: [F:1][C:2]1[CH:3]=[C:4]([NH:9][C:10]([C:12]2[NH:13][C:14]3[C:19]([CH:20]=2)=[CH:18][C:17]([CH:21]([CH:23]2[CH2:27][CH2:26][NH:25][CH2:24]2)[CH3:22])=[CH:16][CH:15]=3)=[O:11])[CH:5]=[C:6]([F:8])[CH:7]=1.[C:28](Cl)(=[O:30])[CH3:29].